This data is from Aqueous solubility values for 9,982 compounds from the AqSolDB database. The task is: Regression/Classification. Given a drug SMILES string, predict its absorption, distribution, metabolism, or excretion properties. Task type varies by dataset: regression for continuous measurements (e.g., permeability, clearance, half-life) or binary classification for categorical outcomes (e.g., BBB penetration, CYP inhibition). For this dataset (solubility_aqsoldb), we predict Y. (1) The drug is CCCCC(CC)COC(=O)CS[Sn](C)(SCC(=O)OCC(CC)CCCC)SCC(=O)OCC(CC)CCCC. The Y is -5.39 log mol/L. (2) The drug is Nc1cc([N+](=O)[O-])cc([N+](=O)[O-])c1[O-].[Na+]. The Y is -1.76 log mol/L. (3) The molecule is CC(=O)CC/C=C(\C)CCC=C(C)C. The Y is -3.70 log mol/L. (4) The molecule is COC(=O)C1(S(=O)(=O)c2ccccc2)CCC1. The Y is -3.00 log mol/L. (5) The molecule is O=C([O-])CS.[Ca+2]. The Y is -0.384 log mol/L. (6) The compound is CC(C)COC(=O)n1c(-c2cscn2)nc2ccccc21. The Y is -4.17 log mol/L. (7) The molecule is [Mg+2].[OH-].[OH-]. The Y is -4.47 log mol/L. (8) The molecule is CCOP(=S)(OCC)SCCS(=O)CC. The Y is -1.86 log mol/L.